From a dataset of Tyrosyl-DNA phosphodiesterase HTS with 341,365 compounds. Binary Classification. Given a drug SMILES string, predict its activity (active/inactive) in a high-throughput screening assay against a specified biological target. (1) The compound is O=c1n2CCCCCc2nc2c1ccc(c2)C(=O)Nc1cc(ccc1)C(=O)C. The result is 0 (inactive). (2) The drug is S(=O)(=O)(n1nc(cc1C)C)c1ccc(NC(=O)C)cc1. The result is 0 (inactive). (3) The drug is Clc1cc(c2nn(cc2CN(Cc2c(C)cncc2)C)C)ccc1. The result is 0 (inactive). (4) The drug is O=C1N(C(=O)C2C3CC(C12)CC3)CC(=O)NCc1occc1. The result is 0 (inactive). (5) The molecule is S(c1oc(nn1)c1ccc(NC(=S)N)cc1)C. The result is 0 (inactive). (6) The molecule is O1C(C(NC(=O)c2ccc(OCC)cc2)C)COc2c1cccc2. The result is 0 (inactive). (7) The compound is Clc1c(c2onc(c2)C(=O)Nc2n(ncc2C#N)C)cccc1. The result is 0 (inactive).